Task: Predict the reactants needed to synthesize the given product.. Dataset: Full USPTO retrosynthesis dataset with 1.9M reactions from patents (1976-2016) (1) Given the product [N+:12]([C:5]1[C:6]2[C:11](=[CH:10][CH:9]=[CH:8][CH:7]=2)[C:2]([NH:15][CH2:16][CH2:17][CH2:18][OH:19])=[CH:3][CH:4]=1)([O-:14])=[O:13], predict the reactants needed to synthesize it. The reactants are: Cl[C:2]1[C:11]2[C:6](=[CH:7][CH:8]=[CH:9][CH:10]=2)[C:5]([N+:12]([O-:14])=[O:13])=[CH:4][CH:3]=1.[NH2:15][CH2:16][CH2:17][CH2:18][OH:19]. (2) Given the product [CH3:12][C:5]1[C:6]2[O:10][CH:9]=[CH:8][C:7]=2[CH:11]=[C:3]([OH:2])[CH:4]=1, predict the reactants needed to synthesize it. The reactants are: C[O:2][C:3]1[CH:4]=[C:5]([CH3:12])[C:6]2[O:10][CH:9]=[CH:8][C:7]=2[CH:11]=1.C([O-])([O-])=O.[K+].[K+].[Si](I)(C)(C)C.